This data is from Forward reaction prediction with 1.9M reactions from USPTO patents (1976-2016). The task is: Predict the product of the given reaction. (1) Given the reactants [Cl:1][C:2]1[N:3]=[CH:4][C:5]2[NH:6][C:7](=[O:21])[C:8]([F:20])([F:19])[CH2:9][N:10]([CH:13]3[CH2:18][CH2:17][CH2:16][CH2:15][CH2:14]3)[C:11]=2[N:12]=1.[H-].[Na+].[CH3:24]I, predict the reaction product. The product is: [Cl:1][C:2]1[N:3]=[CH:4][C:5]2[N:6]([CH3:24])[C:7](=[O:21])[C:8]([F:19])([F:20])[CH2:9][N:10]([CH:13]3[CH2:18][CH2:17][CH2:16][CH2:15][CH2:14]3)[C:11]=2[N:12]=1. (2) Given the reactants [CH3:1][O:2][C:3]1[C:4]2[S:20][CH:19]=[CH:18][C:5]=2[C:6]2[CH:7]=[C:8]([O:16][CH3:17])[C:9]3[S:15][CH:14]=[CH:13][C:10]=3[C:11]=2[CH:12]=1.[C:21]1([CH3:31])[CH:26]=[CH:25][C:24](S(O)(=O)=O)=[CH:23][CH:22]=1.C(O)[CH2:33][CH2:34][CH2:35][CH2:36][CH2:37][CH2:38][CH2:39][CH2:40][CH2:41][CH2:42][CH3:43].[CH3:45][CH2:46][CH2:47][CH2:48]CC, predict the reaction product. The product is: [CH2:17]([O:16][C:8]1[C:9]2[S:15][CH:14]=[CH:13][C:10]=2[C:11]2[CH:12]=[C:3]([O:2][CH2:1][CH2:45][CH2:46][CH2:47][CH2:48][CH2:22][CH2:23][CH2:24][CH2:25][CH2:26][CH2:21][CH3:31])[C:4]3[S:20][CH:19]=[CH:18][C:5]=3[C:6]=2[CH:7]=1)[CH2:43][CH2:42][CH2:41][CH2:40][CH2:39][CH2:38][CH2:37][CH2:36][CH2:35][CH2:34][CH3:33]. (3) Given the reactants C(OC([N:8]1[CH2:12][CH2:11][C@H:10]([C@@H:13]([OH:17])[CH2:14][CH:15]=[CH2:16])[CH2:9]1)=O)(C)(C)C.CN(C=O)C.[H-].[Na+].[Cl:25][C:26]1[CH:31]=[CH:30][CH:29]=[C:28](F)[C:27]=1[CH3:33].Cl.CCO, predict the reaction product. The product is: [Cl:25][C:26]1[C:27]([CH3:33])=[C:28]([CH:29]=[CH:30][CH:31]=1)[O:17][C@H:13]([C@H:10]1[CH2:11][CH2:12][NH:8][CH2:9]1)[CH2:14][CH:15]=[CH2:16]. (4) Given the reactants [H-].[Na+].[CH2:3](Br)[C:4]1[CH:9]=[CH:8][CH:7]=[CH:6][CH:5]=1.[CH2:11]([OH:21])[CH2:12][CH2:13][CH2:14][CH2:15][CH2:16][CH2:17][CH2:18][CH:19]=[CH2:20], predict the reaction product. The product is: [CH2:3]([O:21][CH2:11][CH2:12][CH2:13][CH2:14][CH2:15][CH2:16][CH2:17][CH2:18][CH:19]=[CH2:20])[C:4]1[CH:9]=[CH:8][CH:7]=[CH:6][CH:5]=1. (5) Given the reactants [CH:1]([C:3]1[C:12]2[C:7](=[CH:8][CH:9]=[CH:10][CH:11]=2)[C:6]([O:13][C:14]2[CH:22]=[CH:21][C:17]([C:18]([NH2:20])=[O:19])=[CH:16][N:15]=2)=[CH:5][CH:4]=1)=O.[CH:23]1([CH2:28][CH2:29][NH2:30])[CH2:27][CH2:26][CH2:25][CH2:24]1.[BH4-].[Na+].O, predict the reaction product. The product is: [CH:23]1([CH2:28][CH2:29][NH:30][CH2:1][C:3]2[C:12]3[C:7](=[CH:8][CH:9]=[CH:10][CH:11]=3)[C:6]([O:13][C:14]3[CH:22]=[CH:21][C:17]([C:18]([NH2:20])=[O:19])=[CH:16][N:15]=3)=[CH:5][CH:4]=2)[CH2:27][CH2:26][CH2:25][CH2:24]1. (6) Given the reactants [NH2:1][O:2]S(O)(=O)=O.[F:7][C:8]1[C:13]([CH:14]2[CH2:19][CH2:18][C:17](=O)[CH2:16][CH2:15]2)=[CH:12][CH:11]=[CH:10][N:9]=1.[OH-].[Na+].C(=O)(O)[O-].[Na+], predict the reaction product. The product is: [F:7][C:8]1[C:13]([CH:14]2[CH2:19][CH2:18][C:17](=[N:1][OH:2])[CH2:16][CH2:15]2)=[CH:12][CH:11]=[CH:10][N:9]=1. (7) Given the reactants C(O)(=O)C.[C:5](C(N)CCCCCN)([C:18]1[CH:23]=[CH:22][CH:21]=[CH:20][CH:19]=1)([C:12]1[CH:17]=[CH:16][CH:15]=[CH:14][CH:13]=1)[C:6]1[CH:11]=[CH:10][CH:9]=[CH:8][CH:7]=1.[CH:32]1[CH:37]=[C:36]2[N:38]=N[N:40](O)[C:35]2=[CH:34][CH:33]=1.O.C(Cl)CCl.[CH3:47][C:48]1[CH:56]=[C:55]([C:57]([OH:59])=O)[CH:54]=[C:53]([CH3:60])[C:49]=1[C:50]([OH:52])=[O:51], predict the reaction product. The product is: [CH3:60][C:53]1[CH:54]=[C:55]([C:57](=[O:59])[NH:38][CH2:36][CH2:37][CH2:32][CH2:33][CH2:34][CH2:35][NH:40][C:5]([C:12]2[CH:17]=[CH:16][CH:15]=[CH:14][CH:13]=2)([C:6]2[CH:7]=[CH:8][CH:9]=[CH:10][CH:11]=2)[C:18]2[CH:23]=[CH:22][CH:21]=[CH:20][CH:19]=2)[CH:56]=[C:48]([CH3:47])[C:49]=1[C:50]([OH:52])=[O:51]. (8) Given the reactants [N:1]1([C:6]2[CH:31]=[CH:30][C:9]([O:10][CH2:11][C:12]3[N:13]=[C:14]([CH:17]4[CH2:22][CH2:21][N:20]([C:23]5[N:28]=[CH:27][C:26]([NH2:29])=[CH:25][N:24]=5)[CH2:19][CH2:18]4)[S:15][CH:16]=3)=[CH:8][CH:7]=2)[CH:5]=[N:4][N:3]=[N:2]1.C(N(CC)CC)C.[C:39](Cl)(=[O:41])[CH3:40].O, predict the reaction product. The product is: [N:1]1([C:6]2[CH:31]=[CH:30][C:9]([O:10][CH2:11][C:12]3[N:13]=[C:14]([CH:17]4[CH2:18][CH2:19][N:20]([C:23]5[N:28]=[CH:27][C:26]([NH:29][C:39](=[O:41])[CH3:40])=[CH:25][N:24]=5)[CH2:21][CH2:22]4)[S:15][CH:16]=3)=[CH:8][CH:7]=2)[CH:5]=[N:4][N:3]=[N:2]1. (9) Given the reactants [CH2:1]([C:8]1[CH:15]=[CH:14][C:11]([CH:12]=[O:13])=[C:10]([O:16]C)[CH:9]=1)[C:2]1[CH:7]=[CH:6][CH:5]=[CH:4][CH:3]=1.[Na+].[I-], predict the reaction product. The product is: [CH2:1]([C:8]1[CH:15]=[CH:14][C:11]([CH:12]=[O:13])=[C:10]([OH:16])[CH:9]=1)[C:2]1[CH:3]=[CH:4][CH:5]=[CH:6][CH:7]=1. (10) Given the reactants O=[C:2]1[CH2:6][CH2:5][CH2:4][CH:3]1[C:7]([O:9]CC)=O.[NH2:12][C:13]([NH2:15])=[O:14], predict the reaction product. The product is: [NH:12]1[C:2]2[CH2:6][CH2:5][CH2:4][C:3]=2[C:7](=[O:9])[NH:15][C:13]1=[O:14].